From a dataset of Catalyst prediction with 721,799 reactions and 888 catalyst types from USPTO. Predict which catalyst facilitates the given reaction. (1) Reactant: [CH3:1][C:2]([CH3:29])([CH3:28])[CH2:3][N:4]1[C:12]2[C:7](=[N:8][C:9]([C:13]3[CH2:18][N:17]([C:19]([O:21][C:22]([CH3:25])([CH3:24])[CH3:23])=[O:20])[CH2:16][CH2:15][CH:14]=3)=[CH:10][CH:11]=2)[N:6]([CH3:26])[C:5]1=[O:27].[H][H]. Product: [CH3:1][C:2]([CH3:29])([CH3:28])[CH2:3][N:4]1[C:12]2[C:7](=[N:8][C:9]([CH:13]3[CH2:14][CH2:15][CH2:16][N:17]([C:19]([O:21][C:22]([CH3:24])([CH3:23])[CH3:25])=[O:20])[CH2:18]3)=[CH:10][CH:11]=2)[N:6]([CH3:26])[C:5]1=[O:27]. The catalyst class is: 256. (2) Product: [ClH:79].[CH3:1][O:2][C:3](=[O:15])[NH:4][C@H:5]1[CH2:13][C:12]2[C:7](=[CH:8][CH:9]=[C:10]([NH2:29])[CH:11]=2)[CH2:6]1. The catalyst class is: 6. Reactant: [CH3:1][O:2][C:3](=[O:15])[NH:4][C@H:5]1[CH2:13][C:12]2[C:7](=[CH:8][CH:9]=[C:10](Br)[CH:11]=2)[CH2:6]1.C(=[NH:29])(C1C=CC=CC=1)C1C=CC=CC=1.C1(P(C2C=CC=CC=2)C2C=CC3C(=CC=CC=3)C=2C2C3C(=CC=CC=3)C=CC=2P(C2C=CC=CC=2)C2C=CC=CC=2)C=CC=CC=1.C[O-].[Na+].[ClH:79]. (3) Reactant: [CH3:1][S:2][C:3]1[N:8]=[CH:7][C:6]([C:9]2[S:10][C:11]3[CH:19]=[CH:18][CH:17]=[CH:16][C:12]=3[C:13](=[O:15])[N:14]=2)=[CH:5][CH:4]=1.ClC1C=CC=C(C(OO)=[O:28])C=1. Product: [CH3:1][S:2]([C:3]1[N:8]=[CH:7][C:6]([C:9]2[S:10][C:11]3[CH:19]=[CH:18][CH:17]=[CH:16][C:12]=3[C:13](=[O:15])[N:14]=2)=[CH:5][CH:4]=1)=[O:28]. The catalyst class is: 22. (4) Reactant: [F:1][C:2]1[CH:7]=[C:6]([F:8])[CH:5]=[CH:4][C:3]=1[NH:9][C:10](=[O:15])[C:11]([CH3:14])([CH3:13])[CH3:12].[Li]CCCC.[N:21]1[C:30]2[C:25](=[CH:26][C:27]([CH:31]=[O:32])=[CH:28][CH:29]=2)[N:24]=[CH:23][CH:22]=1. Product: [F:1][C:2]1[C:7]([CH:31]([OH:32])[C:27]2[CH:26]=[C:25]3[C:30](=[CH:29][CH:28]=2)[N:21]=[CH:22][CH:23]=[N:24]3)=[C:6]([F:8])[CH:5]=[CH:4][C:3]=1[NH:9][C:10](=[O:15])[C:11]([CH3:12])([CH3:14])[CH3:13]. The catalyst class is: 1. (5) Reactant: C[O:2][C:3](=O)[C:4]1[CH:9]=[CH:8][CH:7]=[C:6]([O:10][C:11]2[CH:12]=[CH:13][C:14]3[CH2:18][O:17][B:16]([OH:19])[C:15]=3[CH:20]=2)[CH:5]=1.[H-].[H-].[H-].[H-].[Li+].[Al+3]. Product: [OH:2][CH2:3][C:4]1[CH:5]=[C:6]([CH:7]=[CH:8][CH:9]=1)[O:10][C:11]1[CH:12]=[CH:13][C:14]2[CH2:18][O:17][B:16]([OH:19])[C:15]=2[CH:20]=1. The catalyst class is: 1.